Predict the reaction yield, written as a fraction of the theoretical maximum amount of product (1.0 means a 100% yield; for example, 0.34 means a 34% yield). From a dataset of Reaction yield outcomes from USPTO patents with 853,638 reactions. (1) The reactants are [NH2:1][C:2]1[CH:10]=[C:9]([Cl:11])[CH:8]=[C:7]([Cl:12])[C:3]=1[C:4](O)=[O:5].Cl.C[N:15](C)CCCN=C=NCC.ON1C2C=CC=CC=2N=N1.CN1CCOCC1.[OH-].[NH4+]. The catalyst is C1COCC1. The product is [NH2:1][C:2]1[CH:10]=[C:9]([Cl:11])[CH:8]=[C:7]([Cl:12])[C:3]=1[C:4]([NH2:15])=[O:5]. The yield is 0.820. (2) The reactants are C([O:3][C:4]([C:6]1[C:15](=[O:16])[C:14]2[C:9](=[CH:10][CH:11]=[CH:12][C:13]=2[O:17][CH3:18])[NH:8][CH:7]=1)=[O:5])C. The catalyst is [OH-].[Na+]. The product is [CH3:18][O:17][C:13]1[CH:12]=[CH:11][CH:10]=[C:9]2[C:14]=1[C:15](=[O:16])[C:6]([C:4]([OH:5])=[O:3])=[CH:7][NH:8]2. The yield is 0.520. (3) The reactants are C(O)(C(F)(F)F)=O.[CH3:8][O:9][CH2:10][C@H:11]([CH3:45])[O:12][C:13]1[CH:14]=[C:15]([CH:31]=[C:32]([O:34][C:35]2[CH:40]=[CH:39][C:38]([S:41]([CH3:44])(=[O:43])=[O:42])=[CH:37][CH:36]=2)[CH:33]=1)[C:16]([NH:18][C:19]1[CH:23]=[CH:22][N:21](C(OC(C)(C)C)=O)[N:20]=1)=[O:17]. The catalyst is C(Cl)Cl. The product is [CH3:8][O:9][CH2:10][C@H:11]([CH3:45])[O:12][C:13]1[CH:14]=[C:15]([CH:31]=[C:32]([O:34][C:35]2[CH:36]=[CH:37][C:38]([S:41]([CH3:44])(=[O:42])=[O:43])=[CH:39][CH:40]=2)[CH:33]=1)[C:16]([NH:18][C:19]1[CH:23]=[CH:22][NH:21][N:20]=1)=[O:17]. The yield is 1.00. (4) The product is [C:36]([C:26]1[CH:25]=[C:24]([NH:23][C:21](=[O:22])[NH:20][C:13]2[C:14]3[C:19](=[CH:18][CH:17]=[CH:16][CH:15]=3)[C:10]([O:9][CH2:8][CH2:7][N:5]3[CH:6]=[C:2]([NH:1][C:52](=[O:53])[CH2:51][O:50][CH3:49])[N:3]=[CH:4]3)=[CH:11][CH:12]=2)[N:28]([C:29]2[CH:34]=[CH:33][C:32]([CH3:35])=[CH:31][CH:30]=2)[N:27]=1)([CH3:39])([CH3:38])[CH3:37]. The yield is 0.140. The catalyst is C(Cl)Cl. The reactants are [NH2:1][C:2]1[N:3]=[CH:4][N:5]([CH2:7][CH2:8][O:9][C:10]2[C:19]3[C:14](=[CH:15][CH:16]=[CH:17][CH:18]=3)[C:13]([NH:20][C:21]([NH:23][C:24]3[N:28]([C:29]4[CH:34]=[CH:33][C:32]([CH3:35])=[CH:31][CH:30]=4)[N:27]=[C:26]([C:36]([CH3:39])([CH3:38])[CH3:37])[CH:25]=3)=[O:22])=[CH:12][CH:11]=2)[CH:6]=1.CCN(C(C)C)C(C)C.[CH3:49][O:50][CH2:51][C:52](Cl)=[O:53]. (5) The reactants are [F:1][C:2]([F:22])([F:21])[C:3]1[CH:4]=[C:5]([NH:9][C:10]2[CH:11]=[C:12]([CH:18]=[CH:19][CH:20]=2)[C:13]([O:15]CC)=[O:14])[CH:6]=[CH:7][CH:8]=1.[OH-].[Na+]. The catalyst is O1CCOCC1.O. The product is [F:1][C:2]([F:21])([F:22])[C:3]1[CH:4]=[C:5]([NH:9][C:10]2[CH:11]=[C:12]([CH:18]=[CH:19][CH:20]=2)[C:13]([OH:15])=[O:14])[CH:6]=[CH:7][CH:8]=1. The yield is 0.990. (6) The reactants are O.[NH2:2]N.CO[N:6]=[CH:7][C:8]1[CH:13]=[CH:12][C:11]([N:14]2[CH2:18][CH2:17][N:16]([C:19]3[CH:20]=[N:21][CH:22]=[CH:23][C:24]=3[CH3:25])[C:15]2=[O:26])=[CH:10][C:9]=1F.CO. The catalyst is C(Cl)(Cl)Cl. The product is [NH:2]1[C:9]2[C:8](=[CH:13][CH:12]=[C:11]([N:14]3[CH2:18][CH2:17][N:16]([C:19]4[CH:20]=[N:21][CH:22]=[CH:23][C:24]=4[CH3:25])[C:15]3=[O:26])[CH:10]=2)[CH:7]=[N:6]1. The yield is 0.392. (7) The product is [Br:15][C:16]1[CH:21]=[CH:20][C:19]([S:22]([N:11]2[CH2:12][CH2:13][CH2:14][CH:9]([OH:8])[CH2:10]2)(=[O:24])=[O:23])=[CH:18][CH:17]=1. The catalyst is C(Cl)Cl.CCOC(C)=O. The reactants are C(N(CC)CC)C.[OH:8][CH:9]1[CH2:14][CH2:13][CH2:12][NH:11][CH2:10]1.[Br:15][C:16]1[CH:21]=[CH:20][C:19]([S:22](Cl)(=[O:24])=[O:23])=[CH:18][CH:17]=1. The yield is 0.980. (8) The reactants are [OH:1][C:2]1[N:6]([C:7]2[CH:12]=[CH:11][C:10]([C:13](=[O:22])[NH:14][CH2:15][CH:16]3[CH2:21][CH2:20][O:19][CH2:18][CH2:17]3)=[CH:9][N:8]=2)[N:5]=[CH:4][C:3]=1[C:23]([O:25][CH2:26][CH3:27])=[O:24].[CH3:28]COC(C)=O.[N+](=C[Si](C)(C)C)=[N-].C(O)(=O)C. The catalyst is CO. The product is [CH3:28][O:1][C:2]1[N:6]([C:7]2[CH:12]=[CH:11][C:10]([C:13](=[O:22])[NH:14][CH2:15][CH:16]3[CH2:17][CH2:18][O:19][CH2:20][CH2:21]3)=[CH:9][N:8]=2)[N:5]=[CH:4][C:3]=1[C:23]([O:25][CH2:26][CH3:27])=[O:24]. The yield is 0.655.